This data is from NCI-60 drug combinations with 297,098 pairs across 59 cell lines. The task is: Regression. Given two drug SMILES strings and cell line genomic features, predict the synergy score measuring deviation from expected non-interaction effect. (1) Drug 1: CC(CN1CC(=O)NC(=O)C1)N2CC(=O)NC(=O)C2. Drug 2: CCCCCOC(=O)NC1=NC(=O)N(C=C1F)C2C(C(C(O2)C)O)O. Cell line: NCI-H322M. Synergy scores: CSS=9.48, Synergy_ZIP=-0.673, Synergy_Bliss=7.56, Synergy_Loewe=4.16, Synergy_HSA=5.27. (2) Drug 1: COC1=CC(=CC(=C1O)OC)C2C3C(COC3=O)C(C4=CC5=C(C=C24)OCO5)OC6C(C(C7C(O6)COC(O7)C8=CC=CS8)O)O. Drug 2: CC(C)(C#N)C1=CC(=CC(=C1)CN2C=NC=N2)C(C)(C)C#N. Cell line: COLO 205. Synergy scores: CSS=48.4, Synergy_ZIP=1.54, Synergy_Bliss=-0.0369, Synergy_Loewe=-11.0, Synergy_HSA=-1.20. (3) Drug 1: CCC1=CC2CC(C3=C(CN(C2)C1)C4=CC=CC=C4N3)(C5=C(C=C6C(=C5)C78CCN9C7C(C=CC9)(C(C(C8N6C)(C(=O)OC)O)OC(=O)C)CC)OC)C(=O)OC.C(C(C(=O)O)O)(C(=O)O)O. Drug 2: C(CN)CNCCSP(=O)(O)O. Cell line: CCRF-CEM. Synergy scores: CSS=65.1, Synergy_ZIP=-3.89, Synergy_Bliss=-3.54, Synergy_Loewe=-2.28, Synergy_HSA=-0.772. (4) Drug 1: C1=C(C(=O)NC(=O)N1)F. Drug 2: CCC(=C(C1=CC=CC=C1)C2=CC=C(C=C2)OCCN(C)C)C3=CC=CC=C3.C(C(=O)O)C(CC(=O)O)(C(=O)O)O. Cell line: HCT116. Synergy scores: CSS=36.5, Synergy_ZIP=-2.85, Synergy_Bliss=-7.59, Synergy_Loewe=-12.3, Synergy_HSA=-7.59. (5) Synergy scores: CSS=32.4, Synergy_ZIP=-0.141, Synergy_Bliss=1.82, Synergy_Loewe=-4.25, Synergy_HSA=1.53. Drug 1: CC12CCC3C(C1CCC2=O)CC(=C)C4=CC(=O)C=CC34C. Drug 2: COC1=C2C(=CC3=C1OC=C3)C=CC(=O)O2. Cell line: IGROV1.